This data is from Full USPTO retrosynthesis dataset with 1.9M reactions from patents (1976-2016). The task is: Predict the reactants needed to synthesize the given product. The reactants are: [NH:1]1[CH2:6][CH2:5][C:4](=[O:7])[CH2:3][CH2:2]1.Cl[CH2:9][CH2:10][CH2:11][CH2:12][CH2:13][OH:14]. Given the product [OH:14][CH2:13][CH2:12][CH2:11][CH2:10][CH2:9][N:1]1[CH2:6][CH2:5][C:4](=[O:7])[CH2:3][CH2:2]1, predict the reactants needed to synthesize it.